From a dataset of Reaction yield outcomes from USPTO patents with 853,638 reactions. Predict the reaction yield, written as a fraction of the theoretical maximum amount of product (1.0 means a 100% yield; for example, 0.34 means a 34% yield). (1) The reactants are [C:1]([O:5][C:6]([N:8]1[CH2:13][CH2:12][CH:11]([CH:14]([C:16]2[CH:21]=[CH:20][C:19]([Cl:22])=[CH:18][CH:17]=2)[OH:15])[CH2:10][CH2:9]1)=[O:7])([CH3:4])([CH3:3])[CH3:2].C1C=C[NH+]=CC=1.[O-][Cr](Cl)(=O)=O. The catalyst is C(Cl)Cl. The product is [C:1]([O:5][C:6]([N:8]1[CH2:13][CH2:12][CH:11]([C:14](=[O:15])[C:16]2[CH:17]=[CH:18][C:19]([Cl:22])=[CH:20][CH:21]=2)[CH2:10][CH2:9]1)=[O:7])([CH3:4])([CH3:2])[CH3:3]. The yield is 0.990. (2) The reactants are [OH-].[Na+].C[O:4][C:5](=[O:25])[CH2:6][CH2:7][CH2:8][CH2:9][CH2:10][CH2:11][C:12]1[NH:13][C:14]([C:17]2[CH:22]=[CH:21][CH:20]=[CH:19][C:18]=2[O:23][CH3:24])=[CH:15][N:16]=1.Cl. The catalyst is O.CO. The product is [CH3:24][O:23][C:18]1[CH:19]=[CH:20][CH:21]=[CH:22][C:17]=1[C:14]1[NH:13][C:12]([CH2:11][CH2:10][CH2:9][CH2:8][CH2:7][CH2:6][C:5]([OH:25])=[O:4])=[N:16][CH:15]=1. The yield is 0.770. (3) The reactants are C(OC([NH:8][C@H:9]1[C@@H:14]([N:15]2[CH:19]=[CH:18][N:17]=[N:16]2)[C@@H:13]([CH3:20])[CH2:12][N:11]([C:21]2[CH:26]=[CH:25][N:24]=[CH:23][C:22]=2[NH:27][C:28]([C:30]2[C:39]([NH:40]C(=O)OCC3C=CC=CC=3)=[CH:38][C:37]3[C:32](=[CH:33][C:34]([N:51]4[CH2:56][CH2:55][O:54][CH2:53][CH2:52]4)=[CH:35][CH:36]=3)[N:31]=2)=[O:29])[CH2:10]1)=O)(C)(C)C.C1COCC1.Cl.O1CCOCC1. The catalyst is CO. The product is [NH2:40][C:39]1[C:30]([C:28]([NH:27][C:22]2[CH:23]=[N:24][CH:25]=[CH:26][C:21]=2[N:11]2[CH2:12][C@H:13]([CH3:20])[C@H:14]([N:15]3[CH:19]=[CH:18][N:17]=[N:16]3)[C@H:9]([NH2:8])[CH2:10]2)=[O:29])=[N:31][C:32]2[C:37]([CH:38]=1)=[CH:36][CH:35]=[C:34]([N:51]1[CH2:52][CH2:53][O:54][CH2:55][CH2:56]1)[CH:33]=2. The yield is 0.640. (4) The reactants are Br[C:2]1[C:3](=[O:32])[N:4]([CH2:24][CH2:25][C:26]2[CH:31]=[CH:30][CH:29]=[CH:28][CH:27]=2)[C:5]([C:9]2[CH:14]=[CH:13][CH:12]=[C:11]([F:15])[C:10]=2[O:16]CC2C=CC=CC=2)=[N:6][C:7]=1[CH3:8].[F-].[Cs+].C([Sn](CCCC)(CCCC)[C:40]1[S:41][CH:42]=[CH:43][N:44]=1)CCC. The catalyst is O1CCOCC1. The product is [F:15][C:11]1[C:10]([OH:16])=[C:9]([C:5]2[N:4]([CH2:24][CH2:25][C:26]3[CH:31]=[CH:30][CH:29]=[CH:28][CH:27]=3)[C:3](=[O:32])[C:2]([C:40]3[S:41][CH:42]=[CH:43][N:44]=3)=[C:7]([CH3:8])[N:6]=2)[CH:14]=[CH:13][CH:12]=1. The yield is 0.720. (5) The reactants are [CH2:1]([OH:8])[C:2]1[CH:7]=[CH:6][CH:5]=[CH:4][CH:3]=1.[H-].[Na+].F[C:12]1[CH:19]=[C:18]([F:20])[CH:17]=[CH:16][C:13]=1[C:14]#[N:15]. The catalyst is C1COCC1. The product is [CH2:1]([O:8][C:12]1[CH:19]=[C:18]([F:20])[CH:17]=[CH:16][C:13]=1[C:14]#[N:15])[C:2]1[CH:7]=[CH:6][CH:5]=[CH:4][CH:3]=1. The yield is 0.397. (6) The reactants are [Br:1][C:2]1[CH:3]=[C:4]([CH:7]=[C:8]([F:10])[CH:9]=1)[C:5]#[N:6].Cl. The catalyst is C1COCC1. The product is [Br:1][C:2]1[CH:3]=[C:4]([CH2:5][NH2:6])[CH:7]=[C:8]([F:10])[CH:9]=1. The yield is 0.535. (7) The reactants are [NH2:1][C:2]1[N:7]=[C:6]([NH:8][C:9]([C:11]2[CH:16]=[CH:15][CH:14]=[CH:13][C:12]=2[F:17])=[O:10])[CH:5]=[CH:4][C:3]=1Br.[O-]P([O-])([O-])=O.[K+].[K+].[K+].[C:27](#[N:29])[CH3:28]. The catalyst is O1CCOCC1.O. The product is [NH2:1][C:2]1[N:7]=[C:6]([NH:8][C:9]([C:11]2[CH:16]=[CH:15][CH:14]=[CH:13][C:12]=2[F:17])=[O:10])[CH:5]=[CH:4][C:3]=1[C:6]1[N:7]([CH3:2])[N:29]=[C:27]([C:11]2[CH:16]=[CH:15][CH:14]=[CH:13][CH:12]=2)[CH:28]=1. The yield is 0.0400. (8) The catalyst is O. The yield is 0.990. The reactants are [CH2:1]([O:3][C:4]1[CH:20]=[CH:19][C:7]([C:8]([NH:10][C:11]2([C:14]([O:16]CC)=[O:15])[CH2:13][CH2:12]2)=[O:9])=[CH:6][CH:5]=1)[CH3:2].O1CCCC1.CO.[OH-].[Li+]. The product is [CH2:1]([O:3][C:4]1[CH:5]=[CH:6][C:7]([C:8]([NH:10][C:11]2([C:14]([OH:16])=[O:15])[CH2:12][CH2:13]2)=[O:9])=[CH:19][CH:20]=1)[CH3:2]. (9) The product is [CH3:20][O:21][C:22]1[CH:36]=[CH:35][CH:34]=[CH:33][C:23]=1[O:24][C:25]1[CH:26]=[C:27]([CH:30]=[CH:31][CH:32]=1)[CH2:28][N:10]1[CH2:11][CH2:12][C:7]2([CH2:2][CH2:3][N:4]([C:13]([O:15][C:16]([CH3:19])([CH3:18])[CH3:17])=[O:14])[CH2:5][CH2:6]2)[CH2:8][CH2:9]1. The reactants are Cl.[CH2:2]1[C:7]2([CH2:12][CH2:11][NH:10][CH2:9][CH2:8]2)[CH2:6][CH2:5][N:4]([C:13]([O:15][C:16]([CH3:19])([CH3:18])[CH3:17])=[O:14])[CH2:3]1.[CH3:20][O:21][C:22]1[CH:36]=[CH:35][CH:34]=[CH:33][C:23]=1[O:24][C:25]1[CH:26]=[C:27]([CH:30]=[CH:31][CH:32]=1)[CH:28]=O.C(N(CC)CC)C.C(O[BH-](OC(=O)C)OC(=O)C)(=O)C.[Na+]. The catalyst is C(#N)C. The yield is 0.640. (10) The reactants are [C:1]([O:5][C:6]([C@H:8]1[CH2:12][CH2:11][CH2:10][N:9]1[C:13](=[O:16])[CH:14]=[CH2:15])=[O:7])([CH3:4])([CH3:3])[CH3:2].[CH2:17]([NH2:24])[C:18]1[CH:23]=[CH:22][CH:21]=[CH:20][CH:19]=1. The catalyst is C(#N)C. The product is [C:1]([O:5][C:6]([C@H:8]1[CH2:12][CH2:11][CH2:10][N:9]1[C:13](=[O:16])[CH2:14][CH2:15][N:24]([CH2:17][C:18]1[CH:23]=[CH:22][CH:21]=[CH:20][CH:19]=1)[CH2:15][CH2:14][C:13]([N:9]1[CH2:10][CH2:11][CH2:12][C@@H:8]1[C:6]([O:5][C:1]([CH3:2])([CH3:4])[CH3:3])=[O:7])=[O:16])=[O:7])([CH3:4])([CH3:3])[CH3:2]. The yield is 0.340.